From a dataset of Experimentally validated miRNA-target interactions with 360,000+ pairs, plus equal number of negative samples. Binary Classification. Given a miRNA mature sequence and a target amino acid sequence, predict their likelihood of interaction. (1) The miRNA is hsa-miR-320d with sequence AAAAGCUGGGUUGAGAGGA. The protein sequence of the target gene is MNIQEQGFPLDLGASFTEDAPRPPVPGEEGELVSTDPRPASYSFCSGKGVGIKGETSTATPRRSDLDLGYEPEGSASPTPPYLKWAESLHSLLDDQDGISLFRTFLKQEGCADLLDFWFACTGFRKLEPCDSNEEKRLKLARAIYRKYILDNNGIVSRQTKPATKSFIKGCIMKQLIDPAMFDQAQTEIQATMEENTYPSFLKSDIYLEYTRTGSESPKVCSDQSSGSGTGKGISGYLPTLNEDEEWKCDQDMDEDDGRDAAPPGRLPQKLLLETAAPRVSSSRRYSEGREFRYGSWREP.... Result: 0 (no interaction). (2) The miRNA is hsa-miR-29a-3p with sequence UAGCACCAUCUGAAAUCGGUUA. The protein sequence of the target gene is MLAAAFADSNSSSMNVSFAHLHFAGGYLPSDSQDWRTIIPALLVAVCLVGFVGNLCVIGILLHNAWKGKPSMIHSLILNLSLADLSLLLFSAPIRATAYSKSVWDLGWFVCKSSDWFIHTCMAAKSLTIVVVAKVCFMYASDPAKQVSIHNYTIWSVLVAIWTVASLLPLPEWFFSTIRHHEGVEMCLVDVPAVAEEFMSMFGKLYPLLAFGLPLFFASFYFWRAYDQCKKRGTKTQNLRNQIRSKQVTVMLLSIAIISALLWLPEWVAWLWVWHLKAAGPAPPQGFIALSQVLMFSISS.... Result: 0 (no interaction). (3) The miRNA is hsa-miR-92a-2-5p with sequence GGGUGGGGAUUUGUUGCAUUAC. The protein sequence of the target gene is MDDPKSEQQRILRRHQRERQELQAQIRSLKNSVPKTDKTKRKQLLQDVARMEAEMAQKHRQELEKFQDDSSIESVVEDLAKMNLENRPPRSSKAHRKRERMESEERERQESIFQAEMSEHLAGFKREEEEKLAAILGARGLEMKAIPADGHCMYRAIQDQLVFSVSVEMLRCRTASYMKKHVDEFLPFFSNPETSDSFGYDDFMIYCDNIVRTTAWGGQLELRALSHVLKTPIEVIQADSPTLIIGEEYVKKPIILVYLRYAYSLGEHYNSVTPLEAGAAGGVLPRLL. Result: 1 (interaction). (4) The miRNA is hsa-miR-130a-3p with sequence CAGUGCAAUGUUAAAAGGGCAU. The protein sequence of the target gene is MLLSLVLHTYSMRYLLPSVLLLGSAPTYLLAWTLWRVLSALMPARLYQRVDDRLYCVYQNMVLFFFENYTGVQILLYGDLPKNKENVIYLANHQSTVDWIVADMLAARQDALGHVRYVLKDKLKWLPLYGFYFAQHGGIYVKRSAKFNDKEMRSKLQSYVNAGTPMYLVIFPEGTRYNATYTKLLSASQAFAAQRGLAVLKHVLTPRIKATHVAFDSMKSHLDAIYDVTVVYEGNEKGSGKYSNPPSMTEFLCKQCPKLHIHFDRIDRNEVPEEQEHMKKWLHERFEIKDRLLIEFYDSP.... Result: 0 (no interaction). (5) The miRNA is hsa-miR-4762-5p with sequence CCAAAUCUUGAUCAGAAGCCU. The protein sequence of the target gene is MSSYFVNSTFPVTLASGQESFLGQLPLYSSGYADPLRHYPAPYGPGPGQDKGFATSSYYPPAGGGYGRAAPCDYGPAPAFYREKESACALSGADEQPPFHPEPRKSDCAQDKSVFGETEEQKCSTPVYPWMQRMNSCNSSSFGPSGRRGRQTYTRYQTLELEKEFHYNRYLTRRRRIEIAHALCLTERQIKIWFQNRRMKWKKESKLLSASQLSAEEEEEKQAE. Result: 0 (no interaction). (6) The miRNA is mmu-miR-338-3p with sequence UCCAGCAUCAGUGAUUUUGUUG. The protein sequence of the target gene is MRRMLSPRILLSSLPNASARKLFLIVLIIFVFWVVFMTSKDHTEFMVHLNNRIILRRWSIFKEFLHSEELKNTPASVEAELAVTAILEKLNQQIPPRPFQTHSSTTSAKQSTATIHNPQRTYCVGDQLNVLLVAKDYFGNRKEYGGDFLRARIFSPAMKAGTSGKVTDFNNGTYLVSFTLFWEGPVSLSILLMHPSEGVSALWRARNRGYGKIIFTGQFLNGTSPVLTECGLTLNTSAELCQYLDARDHEAFYCLKLPGVPCEALTHMTSKNSNISYLSLEEKLLFRRFNIGVEVVKNLS.... Result: 0 (no interaction).